Regression. Given a peptide amino acid sequence and an MHC pseudo amino acid sequence, predict their binding affinity value. This is MHC class II binding data. From a dataset of Peptide-MHC class II binding affinity with 134,281 pairs from IEDB. (1) The peptide sequence is RTEIDKPSQHHHHHH. The MHC is DRB5_0101 with pseudo-sequence DRB5_0101. The binding affinity (normalized) is 0. (2) The peptide sequence is QKTKQIGNRPGPSRG. The MHC is DRB1_1101 with pseudo-sequence DRB1_1101. The binding affinity (normalized) is 0.309. (3) The peptide sequence is PTIGVGGNFAGGGFG. The MHC is DRB1_0405 with pseudo-sequence DRB1_0405. The binding affinity (normalized) is 0. (4) The peptide sequence is QVHPRSVLIEGFKLL. The MHC is DRB1_0101 with pseudo-sequence DRB1_0101. The binding affinity (normalized) is 0.687. (5) The peptide sequence is VDCRPFNGGESKLKA. The MHC is DRB1_0401 with pseudo-sequence DRB1_0401. The binding affinity (normalized) is 0.238.